This data is from Full USPTO retrosynthesis dataset with 1.9M reactions from patents (1976-2016). The task is: Predict the reactants needed to synthesize the given product. (1) Given the product [S:1]1[C:5]2[CH:6]=[CH:7][CH:8]=[CH:9][C:4]=2[N:3]=[C:2]1[S:10][CH2:11][C:12]([N:24]1[C:25]2[C:20](=[CH:19][CH:18]=[CH:17][C:16]=2[CH3:15])[CH2:21][CH2:22][CH2:23]1)=[O:14], predict the reactants needed to synthesize it. The reactants are: [S:1]1[C:5]2[CH:6]=[CH:7][CH:8]=[CH:9][C:4]=2[N:3]=[C:2]1[S:10][CH2:11][C:12]([OH:14])=O.[CH3:15][C:16]1[CH:17]=[CH:18][CH:19]=[C:20]2[C:25]=1[NH:24][CH2:23][CH2:22][CH2:21]2. (2) Given the product [CH2:1]([O:3][C:4](=[O:15])[C:5]1[CH:10]=[CH:9][C:8]([NH:24][C@H:25]2[CH2:30][CH2:29][C@H:28]([OH:31])[CH2:27][CH2:26]2)=[C:7]([N+:12]([O-:14])=[O:13])[CH:6]=1)[CH3:2], predict the reactants needed to synthesize it. The reactants are: [CH2:1]([O:3][C:4](=[O:15])[C:5]1[CH:10]=[CH:9][C:8](Cl)=[C:7]([N+:12]([O-:14])=[O:13])[CH:6]=1)[CH3:2].C(N(CC)CC)C.Cl.[NH2:24][C@H:25]1[CH2:30][CH2:29][C@H:28]([OH:31])[CH2:27][CH2:26]1.CO. (3) The reactants are: Br[C:2]1[C:3]([F:22])=[C:4]2[C:8](=[C:9]([C:11]([NH2:13])=[O:12])[CH:10]=1)[NH:7][CH:6]=[C:5]2[CH:14]1[CH2:19][CH2:18][S:17](=[O:21])(=[O:20])[CH2:16][CH2:15]1.[S:23]1[CH:27]=[CH:26][C:25](B(O)O)=[CH:24]1.C([O-])([O-])=O.[K+].[K+]. Given the product [O:20]=[S:17]1(=[O:21])[CH2:18][CH2:19][CH:14]([C:5]2[C:4]3[C:8](=[C:9]([C:11]([NH2:13])=[O:12])[CH:10]=[C:2]([C:25]4[CH:26]=[CH:27][S:23][CH:24]=4)[C:3]=3[F:22])[NH:7][CH:6]=2)[CH2:15][CH2:16]1, predict the reactants needed to synthesize it. (4) Given the product [C:2]1([C:1]2[NH:19][NH:18][C:10](=[O:12])[CH:9]=2)[CH:7]=[CH:6][CH:5]=[CH:4][CH:3]=1, predict the reactants needed to synthesize it. The reactants are: [C:1]([CH2:9][C:10]([O:12]CC)=O)(=O)[C:2]1[CH:7]=[CH:6][CH:5]=[CH:4][CH:3]=1.[OH-].[Na+].O.[NH2:18][NH2:19]. (5) The reactants are: [F:1][C:2]1[CH:7]=[C:6]([O:8][CH3:9])[CH:5]=[C:4]([F:10])[C:3]=1[CH:11]([O:15][CH3:16])[C:12]([OH:14])=O.[NH2:17][CH2:18][C:19]1[CH:26]=[CH:25][C:22]([C:23]#[N:24])=[CH:21][C:20]=1[Cl:27]. Given the product [Cl:27][C:20]1[CH:21]=[C:22]([C:23]#[N:24])[CH:25]=[CH:26][C:19]=1[CH2:18][NH:17][C:12](=[O:14])[CH:11]([C:3]1[C:4]([F:10])=[CH:5][C:6]([O:8][CH3:9])=[CH:7][C:2]=1[F:1])[O:15][CH3:16], predict the reactants needed to synthesize it. (6) Given the product [NH2:7][C@H:8]1[CH2:13][CH2:12][CH2:11][N:10]([C:14]2[N:22]([CH2:23][C:24]#[C:25][CH3:26])[C:21]3[C:20](=[O:27])[N:19]([CH3:28])[C:18](=[O:29])[N:17]([CH3:30])[C:16]=3[C:15]=2[C:31]#[N:32])[CH2:9]1, predict the reactants needed to synthesize it. The reactants are: C(OC(=O)[NH:7][C@H:8]1[CH2:13][CH2:12][CH2:11][N:10]([C:14]2[N:22]([CH2:23][C:24]#[C:25][CH3:26])[C:21]3[C:20](=[O:27])[N:19]([CH3:28])[C:18](=[O:29])[N:17]([CH3:30])[C:16]=3[C:15]=2[C:31]#[N:32])[CH2:9]1)(C)(C)C.C(O)(C(F)(F)F)=O. (7) Given the product [F:1][C:2]1[CH:3]=[C:4]([CH:9]([OH:14])[C:10]([NH:16][NH2:17])=[O:11])[CH:5]=[C:6]([F:8])[CH:7]=1, predict the reactants needed to synthesize it. The reactants are: [F:1][C:2]1[CH:3]=[C:4]([CH:9]([OH:14])[C:10](OC)=[O:11])[CH:5]=[C:6]([F:8])[CH:7]=1.O.[NH2:16][NH2:17]. (8) Given the product [CH3:1][O:2][C:3]1[C:4]([O:46][CH3:47])=[C:5]([CH:43]=[CH:44][CH:45]=1)[C:6]([O:19][CH2:20][C@H:21]1[O:25][C@@H:24]([N:26]2[CH:33]=[CH:32][C:30](=[O:31])[NH:29][C:27]2=[O:28])[C@H:23]([O:34][N:35]([CH2:36][CH2:37][CH2:38][CH2:39][CH2:40][CH3:41])[C:52]2[CH:53]=[CH:54][C:55]([N+:57]([O-:59])=[O:58])=[CH:56][C:51]=2[N+:48]([O-:50])=[O:49])[C@@H:22]1[OH:42])([C:7]1[CH:8]=[CH:9][CH:10]=[CH:11][CH:12]=1)[C:13]1[CH:18]=[CH:17][CH:16]=[CH:15][CH:14]=1, predict the reactants needed to synthesize it. The reactants are: [CH3:1][O:2][C:3]1[C:4]([O:46][CH3:47])=[C:5]([CH:43]=[CH:44][CH:45]=1)[C:6]([O:19][CH2:20][C@H:21]1[O:25][C@@H:24]([N:26]2[CH:33]=[CH:32][C:30](=[O:31])[NH:29][C:27]2=[O:28])[C@H:23]([O:34][NH:35][CH2:36][CH2:37][CH2:38][CH2:39][CH2:40][CH3:41])[C@@H:22]1[OH:42])([C:13]1[CH:18]=[CH:17][CH:16]=[CH:15][CH:14]=1)[C:7]1[CH:12]=[CH:11][CH:10]=[CH:9][CH:8]=1.[N+:48]([C:51]1[CH:56]=[C:55]([N+:57]([O-:59])=[O:58])[CH:54]=[CH:53][C:52]=1F)([O-:50])=[O:49].